This data is from Full USPTO retrosynthesis dataset with 1.9M reactions from patents (1976-2016). The task is: Predict the reactants needed to synthesize the given product. Given the product [Cl:1][C:2]1[CH:3]=[CH:4][C:5]([C@H:17]([NH:20][CH3:21])[CH2:18][CH3:19])=[C:6]([F:16])[C:7]=1[C:8]([C:10]1[CH:11]=[N:12][CH:13]=[CH:14][CH:15]=1)=[O:9], predict the reactants needed to synthesize it. The reactants are: [Cl:1][C:2]1[C:7]([CH:8]([C:10]2[CH:11]=[N:12][CH:13]=[CH:14][CH:15]=2)[OH:9])=[C:6]([F:16])[C:5]([C@H:17]([NH:20][CH3:21])[CH2:18][CH3:19])=[CH:4][CH:3]=1.